Dataset: Catalyst prediction with 721,799 reactions and 888 catalyst types from USPTO. Task: Predict which catalyst facilitates the given reaction. (1) Reactant: [NH2:1][C:2]1[CH:11]=[CH:10][C:5]([NH:6][C:7](=[O:9])[CH3:8])=[CH:4][CH:3]=1.[H-].[Na+].Br[CH2:15][CH2:16][CH2:17][CH2:18][CH2:19][CH3:20]. Product: [NH2:1][C:2]1[CH:3]=[CH:4][C:5]([N:6]([CH2:15][CH2:16][CH2:17][CH2:18][CH2:19][CH3:20])[C:7](=[O:9])[CH3:8])=[CH:10][CH:11]=1. The catalyst class is: 9. (2) Reactant: [OH-].[K+].[CH2:3]([O:15][C:16]1[CH:17]=[C:18]([CH:24]=[C:25]([O:40][CH2:41][CH2:42][CH2:43][CH2:44][CH2:45][CH2:46][CH2:47][CH2:48][CH2:49][CH2:50][CH2:51][CH3:52])[C:26]=1[O:27][CH2:28][CH2:29][CH2:30][CH2:31][CH2:32][CH2:33][CH2:34][CH2:35][CH2:36][CH2:37][CH2:38][CH3:39])[C:19]([O:21]CC)=[O:20])[CH2:4][CH2:5][CH2:6][CH2:7][CH2:8][CH2:9][CH2:10][CH2:11][CH2:12][CH2:13][CH3:14].Cl. Product: [CH2:41]([O:40][C:25]1[CH:24]=[C:18]([CH:17]=[C:16]([O:15][CH2:3][CH2:4][CH2:5][CH2:6][CH2:7][CH2:8][CH2:9][CH2:10][CH2:11][CH2:12][CH2:13][CH3:14])[C:26]=1[O:27][CH2:28][CH2:29][CH2:30][CH2:31][CH2:32][CH2:33][CH2:34][CH2:35][CH2:36][CH2:37][CH2:38][CH3:39])[C:19]([OH:21])=[O:20])[CH2:42][CH2:43][CH2:44][CH2:45][CH2:46][CH2:47][CH2:48][CH2:49][CH2:50][CH2:51][CH3:52]. The catalyst class is: 8. (3) Reactant: [CH2:1]([O:8][C:9]1[CH:10]=[CH:11][C:12]([CH2:15][CH:16]([NH:33]C(=O)OC(C)(C)C)[C:17]([NH:19][C:20]2[CH:25]=[CH:24][C:23]([CH2:26][CH2:27][CH2:28][C:29]([NH:31][OH:32])=[O:30])=[CH:22][CH:21]=2)=[O:18])=[N:13][CH:14]=1)[C:2]1[CH:7]=[CH:6][CH:5]=[CH:4][CH:3]=1. Product: [NH2:33][CH:16]([CH2:15][C:12]1[CH:11]=[CH:10][C:9]([O:8][CH2:1][C:2]2[CH:3]=[CH:4][CH:5]=[CH:6][CH:7]=2)=[CH:14][N:13]=1)[C:17]([NH:19][C:20]1[CH:25]=[CH:24][C:23]([CH2:26][CH2:27][CH2:28][C:29]([NH:31][OH:32])=[O:30])=[CH:22][CH:21]=1)=[O:18]. The catalyst class is: 157. (4) Reactant: [C:1]([NH:5][C:6]1[C:15]2[C:10](=[C:11]([NH2:16])[CH:12]=[CH:13][CH:14]=2)[N:9]=[C:8]([CH3:17])[N:7]=1)([CH3:4])([CH3:3])[CH3:2].[Cl:18][C:19]1[C:24]([C:25](O)=[O:26])=[C:23]([F:28])[C:22]([CH2:29][NH:30][C:31](=[O:36])[C:32]([CH3:35])([CH3:34])[CH3:33])=[CH:21][CH:20]=1.C(Cl)(=O)C(Cl)=O.CCN(C(C)C)C(C)C. Product: [C:1]([NH:5][C:6]1[C:15]2[C:10](=[C:11]([NH:16][C:25](=[O:26])[C:24]3[C:19]([Cl:18])=[CH:20][CH:21]=[C:22]([CH2:29][NH:30][C:31](=[O:36])[C:32]([CH3:33])([CH3:34])[CH3:35])[C:23]=3[F:28])[CH:12]=[CH:13][CH:14]=2)[N:9]=[C:8]([CH3:17])[N:7]=1)([CH3:4])([CH3:3])[CH3:2]. The catalyst class is: 85. (5) Reactant: [Cl:1][C:2]1[CH:3]=[C:4]2[C:9](=[CH:10][C:11]=1[O:12][C:13]1[CH:21]=[CH:20][C:16]([C:17]([OH:19])=O)=[CH:15][CH:14]=1)[O:8][CH2:7][CH2:6][CH:5]2[C:22]([O:24][CH2:25][CH3:26])=[O:23].[Cl:27][C:28]1[CH:29]=[C:30]([CH2:34][CH2:35][NH2:36])[CH:31]=[CH:32][CH:33]=1.Cl.CN(C)CCCN=C=NCC.ON1C2N=CC=CC=2N=N1. Product: [Cl:1][C:2]1[CH:3]=[C:4]2[C:9](=[CH:10][C:11]=1[O:12][C:13]1[CH:21]=[CH:20][C:16]([C:17](=[O:19])[NH:36][CH2:35][CH2:34][C:30]3[CH:31]=[CH:32][CH:33]=[C:28]([Cl:27])[CH:29]=3)=[CH:15][CH:14]=1)[O:8][CH2:7][CH2:6][CH:5]2[C:22]([O:24][CH2:25][CH3:26])=[O:23]. The catalyst class is: 85. (6) Reactant: Cl[C:2]1[CH:7]=[C:6]([C:8]([NH:10][C:11]2[S:12][C:13]([N:21]3[CH2:26][CH2:25][O:24][CH2:23][CH2:22]3)=[C:14]([C:16]3[O:17][CH:18]=[CH:19][CH:20]=3)[N:15]=2)=[O:9])[CH:5]=[CH:4][N:3]=1.[CH3:27][N:28]1[CH2:33][CH2:32][NH:31][CH2:30][CH2:29]1.O. Product: [O:17]1[CH:18]=[CH:19][CH:20]=[C:16]1[C:14]1[N:15]=[C:11]([NH:10][C:8]([C:6]2[CH:5]=[CH:4][N:3]=[C:2]([N:31]3[CH2:32][CH2:33][N:28]([CH3:27])[CH2:29][CH2:30]3)[CH:7]=2)=[O:9])[S:12][C:13]=1[N:21]1[CH2:26][CH2:25][O:24][CH2:23][CH2:22]1. The catalyst class is: 37. (7) Reactant: [CH3:1][O:2][CH:3]1[C:12]2[C:7](=[CH:8][CH:9]=[C:10]([C:13]3[C:18](=[O:19])[N:17]([CH2:20][C:21]4[CH:26]=[CH:25][C:24]([C:27]5[C:28]([C:33]#[N:34])=[CH:29][CH:30]=[CH:31][CH:32]=5)=[CH:23][CH:22]=4)[C:16]([CH2:35][CH2:36][CH3:37])=[N:15][C:14]=3[CH3:38])[CH:11]=2)[O:6][C:5]([CH3:40])([CH3:39])[CH2:4]1.Cl.[NH2:42]O.[C:44](=[O:47])([O-])[OH:45].[Na+]. Product: [CH3:1][O:2][CH:3]1[C:12]2[C:7](=[CH:8][CH:9]=[C:10]([C:13]3[C:18](=[O:19])[N:17]([CH2:20][C:21]4[CH:26]=[CH:25][C:24]([C:27]5[CH:32]=[CH:31][CH:30]=[CH:29][C:28]=5[C:33]5[NH:42][C:44](=[O:47])[O:45][N:34]=5)=[CH:23][CH:22]=4)[C:16]([CH2:35][CH2:36][CH3:37])=[N:15][C:14]=3[CH3:38])[CH:11]=2)[O:6][C:5]([CH3:39])([CH3:40])[CH2:4]1. The catalyst class is: 148. (8) Reactant: [Br:1][C:2]1[CH:11]=[C:10]2[C:5]([CH2:6][CH2:7][C:8](=[O:20])[N:9]2[C:12]2[C:17]([Cl:18])=[CH:16][CH:15]=[CH:14][C:13]=2[Cl:19])=[C:4]([C:21]2[CH:26]=[CH:25][C:24]([F:27])=[CH:23][C:22]=2[F:28])[N:3]=1.CC(N=NC(C#N)(C)C)(C#N)C. Product: [Br:1][C:2]1[CH:11]=[C:10]2[C:5]([CH:6]=[CH:7][C:8](=[O:20])[N:9]2[C:12]2[C:17]([Cl:18])=[CH:16][CH:15]=[CH:14][C:13]=2[Cl:19])=[C:4]([C:21]2[CH:26]=[CH:25][C:24]([F:27])=[CH:23][C:22]=2[F:28])[N:3]=1. The catalyst class is: 53.